Dataset: Reaction yield outcomes from USPTO patents with 853,638 reactions. Task: Predict the reaction yield, written as a fraction of the theoretical maximum amount of product (1.0 means a 100% yield; for example, 0.34 means a 34% yield). (1) The reactants are [Br:1][C:2]1[CH:7]=[CH:6][C:5]([C:8]2[N:9]=[C:10]([C:21]3[CH:22]=[N:23][CH:24]=[CH:25][CH:26]=3)N=N[C:13]=2[C:14]2[CH:19]=[CH:18][C:17]([Br:20])=[CH:16][CH:15]=2)=[CH:4][CH:3]=1.[C:27]1(C)C=CC(C)=C[CH:28]=1.C12CC(C=C1)C=C2.O. The catalyst is C(OCC)(=O)C.CCCCCC. The product is [Br:20][C:17]1[CH:18]=[CH:19][C:14]([C:13]2[CH:27]=[CH:28][C:10]([C:21]3[CH:22]=[N:23][CH:24]=[CH:25][CH:26]=3)=[N:9][C:8]=2[C:5]2[CH:6]=[CH:7][C:2]([Br:1])=[CH:3][CH:4]=2)=[CH:15][CH:16]=1. The yield is 0.280. (2) The reactants are [CH3:1][O:2][CH2:3][C:4]1[CH:8]=[C:7]([CH2:9][O:10][CH3:11])[N:6]([CH2:12][CH2:13][N:14]([CH2:21][CH2:22][N:23]2[C:27]([CH2:28][O:29][CH3:30])=[CH:26][C:25]([CH2:31][O:32][CH3:33])=[N:24]2)[CH2:15][C:16](OCC)=[O:17])[N:5]=1.[H-].[H-].[H-].[H-].[Li+].[Al+3]. The catalyst is C1COCC1. The product is [CH3:1][O:2][CH2:3][C:4]1[CH:8]=[C:7]([CH2:9][O:10][CH3:11])[N:6]([CH2:12][CH2:13][N:14]([CH2:21][CH2:22][N:23]2[C:27]([CH2:28][O:29][CH3:30])=[CH:26][C:25]([CH2:31][O:32][CH3:33])=[N:24]2)[CH2:15][CH2:16][OH:17])[N:5]=1. The yield is 0.600. (3) The reactants are Cl[C:2]1[C:3]2[S:10][CH:9]=[CH:8][C:4]=2[N:5]=[CH:6][N:7]=1.[OH:11][CH:12]1[CH2:17][CH2:16][NH:15][CH2:14][CH2:13]1.[N+](C1C=CC([O:27][C:28](=O)[NH:29][C:30]2[CH:35]=[CH:34][C:33]([O:36][CH:37]([CH3:39])[CH3:38])=[CH:32][CH:31]=2)=CC=1)([O-])=O.[H-].[Na+]. The catalyst is CCOC(C)=O. The product is [N:5]1[C:4]2[CH:8]=[CH:9][S:10][C:3]=2[C:2]([N:15]2[CH2:16][CH2:17][CH:12]([O:11][C:28](=[O:27])[NH:29][C:30]3[CH:35]=[CH:34][C:33]([O:36][CH:37]([CH3:38])[CH3:39])=[CH:32][CH:31]=3)[CH2:13][CH2:14]2)=[N:7][CH:6]=1. The yield is 0.620. (4) The reactants are Br[C:2]1[CH:7]=[CH:6][C:5]([C:8]2[N:9]([CH2:14][C@@H:15]3[CH2:19][CH2:18][N:17]([C:20]([CH:22]4[CH2:24][CH2:23]4)=[O:21])[CH2:16]3)[C:10](=[O:13])[NH:11][N:12]=2)=[C:4]([F:25])[CH:3]=1.[F:26][C:27]1[CH:32]=[C:31]([F:33])[CH:30]=[CH:29][C:28]=1B(O)O.C([O-])([O-])=O.[K+].[K+].Cl. The catalyst is CCOC(C)=O.C1C=CC(P(C2C=CC=CC=2)[C-]2C=CC=C2)=CC=1.C1C=CC(P(C2C=CC=CC=2)[C-]2C=CC=C2)=CC=1.Cl[Pd]Cl.[Fe+2].O1CCOCC1. The product is [CH:22]1([C:20]([N:17]2[CH2:18][CH2:19][C@@H:15]([CH2:14][N:9]3[C:8]([C:5]4[CH:6]=[CH:7][C:2]([C:30]5[CH:29]=[CH:28][C:27]([F:26])=[CH:32][C:31]=5[F:33])=[CH:3][C:4]=4[F:25])=[N:12][NH:11][C:10]3=[O:13])[CH2:16]2)=[O:21])[CH2:24][CH2:23]1. The yield is 0.504. (5) The reactants are [N:1]([C@H:4]1[C@H:8]([OH:9])[CH2:7][N:6](C(OC(C)(C)C)=O)[CH2:5]1)=[N+:2]=[N-:3].[ClH:17].O1CCOCC1. The catalyst is C(Cl)Cl. The product is [ClH:17].[N:1]([C@@H:4]1[CH2:5][NH:6][CH2:7][C@H:8]1[OH:9])=[N+:2]=[N-:3]. The yield is 1.00. (6) The reactants are [Cl:1][C:2]1[CH:7]=[CH:6][N:5]=[C:4]([NH2:8])[CH:3]=1.[Br:9]N1C(=O)CCC1=O.C(Cl)Cl.[OH-].[Na+]. The catalyst is C(Cl)(Cl)Cl. The product is [Br:9][C:7]1[C:2]([Cl:1])=[CH:3][C:4]([NH2:8])=[N:5][CH:6]=1. The yield is 0.380. (7) The reactants are [Cl-].[CH3:2][NH:3][C:4](=[O:10])[CH2:5][CH2:6][CH2:7][NH2+:8][CH3:9].[CH3:11][N:12]1[C:24]2[CH2:23][CH2:22][CH:21]([CH:25]3[CH2:30][CH2:29][O:28][CH2:27][CH2:26]3)[CH2:20][C:19]=2[C:18]2[C:13]1=[CH:14][CH:15]=[C:16]([C:31](O)=[O:32])[CH:17]=2.CCN(C(C)C)C(C)C.CN(C(ON1N=NC2C=CC=NC1=2)=[N+](C)C)C.F[P-](F)(F)(F)(F)F. The catalyst is CN(C=O)C. The product is [CH3:2][NH:3][C:4](=[O:10])[CH2:5][CH2:6][CH2:7][N:8]([CH3:9])[C:31]([C:16]1[CH:17]=[C:18]2[C:13](=[CH:14][CH:15]=1)[N:12]([CH3:11])[C:24]1[CH2:23][CH2:22][CH:21]([CH:25]3[CH2:26][CH2:27][O:28][CH2:29][CH2:30]3)[CH2:20][C:19]2=1)=[O:32]. The yield is 0.490. (8) The reactants are O1CCOC1CC=C1C[N:10]([C:12]([O:14][CH2:15][C:16]2[CH:21]=[CH:20][CH:19]=[CH:18][CH:17]=2)=[O:13])[CH2:9]1.C[N+]1([O-])CC[O:26]CC1.[C:30]([O:33][CH2:34][CH3:35])(=[O:32])[CH3:31].[CH3:36][C:37]([CH3:39])=[O:38].O. The catalyst is [Os](=O)(=O)(=O)=O. The product is [O:33]1[CH2:34][CH2:35][O:32][CH:30]1[CH2:31][CH:36]([C:37]1([OH:38])[CH2:9][N:10]([C:12]([O:14][CH2:15][C:16]2[CH:21]=[CH:20][CH:19]=[CH:18][CH:17]=2)=[O:13])[CH2:39]1)[OH:26]. The yield is 0.990. (9) No catalyst specified. The reactants are COC1C=CC=C[C:4]=1[OH:9].BrC1C([N+]([O-])=O)=CC=CN=1.[CH3:20][O:21][C:22]1[CH:35]=[CH:34][CH:33]=[CH:32][C:23]=1[O:24][C:25]1[C:30]([NH2:31])=[CH:29][CH:28]=[CH:27][N:26]=1.[NH2:36][C:37]1[S:38][CH:39]=[CH:40][N:41]=1. The yield is 0.740. The product is [CH3:20][O:21][C:22]1[CH:35]=[CH:34][CH:33]=[CH:32][C:23]=1[O:24][C:25]1[C:30]([NH:31][C:4]([NH:36][C:37]2[S:38][CH:39]=[CH:40][N:41]=2)=[O:9])=[CH:29][CH:28]=[CH:27][N:26]=1.